Dataset: Catalyst prediction with 721,799 reactions and 888 catalyst types from USPTO. Task: Predict which catalyst facilitates the given reaction. (1) Product: [CH2:24]([O:31][C:32]1[CH:37]=[CH:36][CH:35]=[CH:34][C:33]=1[C:12]1[CH2:13][CH2:14][CH2:15][C:11]=1[C:7]1[CH:6]=[CH:5][CH:10]=[CH:9][C:8]=1[C:18]([OH:19])=[O:21])[C:25]1[CH:30]=[CH:29][CH:28]=[CH:27][CH:26]=1. The catalyst class is: 216. Reactant: C(OC(=O)[C:5]1[CH:10]=[CH:9][CH:8]=[C:7]([C:11]2[CH2:15][CH2:14][CH2:13][C:12]=2Br)[CH:6]=1)C.[C:18](=[O:21])([O-])[O-:19].[K+].[K+].[CH2:24]([O:31][C:32]1[CH:37]=[CH:36][CH:35]=[CH:34][C:33]=1B(O)O)[C:25]1[CH:30]=[CH:29][CH:28]=[CH:27][CH:26]=1. (2) Reactant: [CH3:1][CH2:2][N:3]([CH2:6][CH2:7][NH:8][C:9]([C:11]1[C:15]([CH3:16])=[C:14](/[CH:17]=[C:18]2/[C:19]3[CH:24]=[C:23]([F:25])[CH:22]=[CH:21][C:20]=3[NH:26][C:27]/2=[O:28])[NH:13][C:12]=1[CH3:29])=[O:10])[CH2:4][CH3:5].[C:30]([OH:33])(=[O:32])[CH3:31]. Product: [CH3:1][CH2:2][N:3]([CH2:6][CH2:7][NH:8][C:9]([C:11]1[C:15]([CH3:16])=[C:14](/[CH:17]=[C:18]2/[C:19]3[CH:24]=[C:23]([F:25])[CH:22]=[CH:21][C:20]=3[NH:26][C:27]/2=[O:28])[NH:13][C:12]=1[CH3:29])=[O:10])[CH2:4][CH3:5].[C:30]([O-:33])(=[O:32])[CH3:31]. The catalyst class is: 51. (3) Reactant: [CH3:1][C:2]1([CH3:9])[O:6][C@@H:5]([CH:7]=O)[CH2:4][O:3]1.[CH3:10][NH:11][CH3:12].S([O-])([O-])(=O)=O.[Na+].[Na+].[BH4-].[Na+]. Product: [CH3:1][C:2]1([CH3:9])[O:6][CH:5]([CH2:7][N:11]([CH3:12])[CH3:10])[CH2:4][O:3]1. The catalyst class is: 5. (4) Reactant: C(N(CC)[C:4]([C:6]1[C:11]2[O:12][C:13]3[C:18]([C:19](N(CC)CC)=[O:20])=[C:17]([CH3:26])[CH:16]=[CH:15][C:14]=3[C:10]=2[CH:9]=[CH:8][C:7]=1[CH3:27])=[O:5])C.O. Product: [CH3:26][C:17]1[CH:16]=[CH:15][C:14]2[C:10]3[CH:9]=[CH:8][C:7]([CH3:27])=[C:6]([CH:4]=[O:5])[C:11]=3[O:12][C:13]=2[C:18]=1[CH:19]=[O:20]. The catalyst class is: 54. (5) Reactant: [Br:1][C:2]1[C:6]2[C:7]([NH2:14])=[N:8][CH:9]=[C:10]([N+:11]([O-:13])=[O:12])[C:5]=2[S:4][C:3]=1[CH3:15].[H-].[Na+].[C:18](O[C:18]([O:20][C:21]([CH3:24])([CH3:23])[CH3:22])=[O:19])([O:20][C:21]([CH3:24])([CH3:23])[CH3:22])=[O:19]. Product: [Br:1][C:2]1[C:6]2[C:7]([NH:14][C:18](=[O:19])[O:20][C:21]([CH3:24])([CH3:23])[CH3:22])=[N:8][CH:9]=[C:10]([N+:11]([O-:13])=[O:12])[C:5]=2[S:4][C:3]=1[CH3:15]. The catalyst class is: 3. (6) Reactant: [I:1][C:2]1[CH:3]=[C:4]([CH:8]=[CH:9][C:10]=1[OH:11])[C:5]([OH:7])=[O:6].S(=O)(=O)(O)O.Cl[CH2:18]Cl.C(=O)(O)[O-].[Na+]. Product: [OH:11][C:10]1[CH:9]=[CH:8][C:4]([C:5]([O:7][CH3:18])=[O:6])=[CH:3][C:2]=1[I:1]. The catalyst class is: 125. (7) Reactant: [F:1][C:2]([F:25])([F:24])[C:3]1[NH:7][N:6]=[C:5]([C:8]2[CH:13]=[CH:12][C:11]([C@H:14]3[CH2:19][CH2:18][C@H:17]([CH2:20][C:21]([OH:23])=O)[CH2:16][CH2:15]3)=[CH:10][CH:9]=2)[CH:4]=1.[NH2:26][C:27]([CH3:36])([CH3:35])[C:28]([O:30][C:31]([CH3:34])([CH3:33])[CH3:32])=[O:29].F[P-](F)(F)(F)(F)F.N1(OC(N(C)C)=[N+](C)C)C2N=CC=CC=2N=N1.C(N(C(C)C)CC)(C)C. Product: [CH3:36][C:27]([C:28]([O:30][C:31]([CH3:34])([CH3:33])[CH3:32])=[O:29])([CH3:35])[NH:26][C:21](=[O:23])[CH2:20][C@H:17]1[CH2:18][CH2:19][C@H:14]([C:11]2[CH:10]=[CH:9][C:8]([C:5]3[NH:6][N:7]=[C:3]([C:2]([F:25])([F:1])[F:24])[CH:4]=3)=[CH:13][CH:12]=2)[CH2:15][CH2:16]1. The catalyst class is: 9.